From a dataset of Reaction yield outcomes from USPTO patents with 853,638 reactions. Predict the reaction yield, written as a fraction of the theoretical maximum amount of product (1.0 means a 100% yield; for example, 0.34 means a 34% yield). (1) The reactants are O=C1C2C(=CC=CC=2)C(=O)[N:3]1[CH2:12][CH2:13][NH:14][C@H:15]([C:20]([O:22][C:23]([CH3:26])([CH3:25])[CH3:24])=[O:21])[C:16]([CH3:19])([CH3:18])[CH3:17].NN. The catalyst is C(O)C. The product is [NH2:3][CH2:12][CH2:13][NH:14][C@H:15]([C:20]([O:22][C:23]([CH3:26])([CH3:25])[CH3:24])=[O:21])[C:16]([CH3:18])([CH3:19])[CH3:17]. The yield is 0.932. (2) The reactants are [CH3:1][O:2][C:3]1[CH:4]=[C:5]2[C:10](=[CH:11][C:12]=1[O:13][CH3:14])[N:9]=[CH:8][CH:7]=[C:6]2[O:15][C:16]1[CH:22]=[CH:21][C:19]([NH2:20])=[C:18]([CH3:23])[C:17]=1[CH3:24].C(N(CC)CC)C.[C:32](Cl)(Cl)=[S:33].[CH3:36][N:37]([CH3:41])[CH2:38][CH2:39][NH2:40]. The catalyst is CN(C)C=O.C(OCC)(=O)C. The product is [CH3:1][O:2][C:3]1[CH:4]=[C:5]2[C:10](=[CH:11][C:12]=1[O:13][CH3:14])[N:9]=[CH:8][CH:7]=[C:6]2[O:15][C:16]1[CH:22]=[CH:21][C:19]([NH:20][C:32]([NH:40][CH2:39][CH2:38][N:37]([CH3:41])[CH3:36])=[S:33])=[C:18]([CH3:23])[C:17]=1[CH3:24]. The yield is 0.170.